From a dataset of Catalyst prediction with 721,799 reactions and 888 catalyst types from USPTO. Predict which catalyst facilitates the given reaction. (1) Reactant: Br[C:2]1[CH:7]=[CH:6][C:5]([N+:8]([O-:10])=[O:9])=[CH:4][N:3]=1.[C@@H:11]([NH2:15])([CH2:13][CH3:14])[CH3:12].C(=O)([O-])[O-].[K+].[K+]. Product: [CH:11]([NH:15][C:2]1[CH:7]=[CH:6][C:5]([N+:8]([O-:10])=[O:9])=[CH:4][N:3]=1)([CH2:13][CH3:14])[CH3:12]. The catalyst class is: 31. (2) Reactant: C[O:2][C:3](=[O:39])[C@@H:4]([NH:9][C:10]([C:12]1[N:13]=[C:14]([CH2:33][CH:34]2[CH2:38][CH2:37][CH2:36][CH2:35]2)[C:15]2[C:20]([CH:21]=1)=[C:19]([O:22][C:23]1[CH:28]=[CH:27][C:26]([C:29]([CH3:32])([CH3:31])[CH3:30])=[CH:25][CH:24]=1)[CH:18]=[CH:17][CH:16]=2)=[O:11])[C:5]([CH3:8])([CH3:7])[CH3:6].[Li+].[OH-]. Product: [C:29]([C:26]1[CH:27]=[CH:28][C:23]([O:22][C:19]2[CH:18]=[CH:17][CH:16]=[C:15]3[C:20]=2[CH:21]=[C:12]([C:10]([NH:9][C@@H:4]([C:5]([CH3:8])([CH3:7])[CH3:6])[C:3]([OH:39])=[O:2])=[O:11])[N:13]=[C:14]3[CH2:33][CH:34]2[CH2:38][CH2:37][CH2:36][CH2:35]2)=[CH:24][CH:25]=1)([CH3:32])([CH3:30])[CH3:31]. The catalyst class is: 36. (3) Reactant: [Br:1][CH2:2][CH2:3][CH2:4][N:5]1[C:13]([O:14]C)=[N:12][C:11]2[C:6]1=[N:7][C:8]([O:17][CH2:18][CH2:19][CH2:20][CH3:21])=[N:9][C:10]=2[NH2:16].Cl.N. Product: [CH2:18]([O:17][C:8]1[N:7]=[C:6]2[C:11]([NH:12][C:13](=[O:14])[N:5]2[CH2:4][CH2:3][CH2:2][Br:1])=[C:10]([NH2:16])[N:9]=1)[CH2:19][CH2:20][CH3:21]. The catalyst class is: 71. (4) Reactant: N#N.[Cl:3][C:4]1[C:5]([CH:10]([NH:24][C:25]([CH:27]2[CH2:29][CH2:28]2)=O)[C:11]2[CH:16]=[CH:15][C:14]([O:17][C:18]3[CH:23]=[CH:22][CH:21]=[CH:20][CH:19]=3)=[CH:13][CH:12]=2)=[N:6][CH:7]=[CH:8][N:9]=1.CC#N.CN(C=O)C.O=P(Cl)(Cl)Cl. Product: [Cl:3][C:4]1[C:5]2[N:6]([C:25]([CH:27]3[CH2:29][CH2:28]3)=[N:24][C:10]=2[C:11]2[CH:16]=[CH:15][C:14]([O:17][C:18]3[CH:23]=[CH:22][CH:21]=[CH:20][CH:19]=3)=[CH:13][CH:12]=2)[CH:7]=[CH:8][N:9]=1. The catalyst class is: 6. (5) Reactant: [CH3:1][C:2]([N:5]1[C:9]2[N:10]=[C:11]([C:22]3[CH:27]=[CH:26][C:25]([O:28][CH2:29][C:30]4[CH:35]=[CH:34][CH:33]=[CH:32][CH:31]=4)=[C:24]([CH3:36])[CH:23]=3)[C:12]3[C:13]([F:21])=[CH:14][C:15]([OH:20])=[C:16]([O:18][CH3:19])[C:17]=3[C:8]=2[C:7]([CH3:37])=[N:6]1)([CH3:4])[CH3:3].C(=O)([O-])[O-].[Cs+].[Cs+].CS(O[CH2:49][CH:50]1[CH2:55][CH2:54][N:53]([C:56]([O:58][C:59]([CH3:62])([CH3:61])[CH3:60])=[O:57])[CH2:52][CH2:51]1)(=O)=O.O. Product: [CH3:4][C:2]([N:5]1[C:9]2[N:10]=[C:11]([C:22]3[CH:27]=[CH:26][C:25]([O:28][CH2:29][C:30]4[CH:31]=[CH:32][CH:33]=[CH:34][CH:35]=4)=[C:24]([CH3:36])[CH:23]=3)[C:12]3[C:13]([F:21])=[CH:14][C:15]([O:20][CH2:49][CH:50]4[CH2:55][CH2:54][N:53]([C:56]([O:58][C:59]([CH3:60])([CH3:62])[CH3:61])=[O:57])[CH2:52][CH2:51]4)=[C:16]([O:18][CH3:19])[C:17]=3[C:8]=2[C:7]([CH3:37])=[N:6]1)([CH3:1])[CH3:3]. The catalyst class is: 3. (6) Reactant: [Cl:1][C:2]1[CH:7]=[CH:6][C:5]([O:8][C:9]2[CH:14]=[CH:13][C:12](/[CH:15]=[CH:16]/[C:17]#[N:18])=[CH:11][CH:10]=2)=[CH:4][C:3]=1[C:19]([F:22])([F:21])[F:20]. Product: [Cl:1][C:2]1[CH:7]=[CH:6][C:5]([O:8][C:9]2[CH:14]=[CH:13][C:12]([CH2:15][CH2:16][C:17]#[N:18])=[CH:11][CH:10]=2)=[CH:4][C:3]=1[C:19]([F:20])([F:21])[F:22]. The catalyst class is: 123. (7) Reactant: [NH2:1][C:2]1[S:3][C:4]2[CH2:15][C:14]([CH3:21])([C:16]([O:18][CH2:19][CH3:20])=[O:17])[CH2:13][CH2:12][C:5]=2[C:6]=1[C:7](OCC)=[O:8].C(O)(=O)C.[CH:26](=N)[NH2:27]. Product: [OH:8][C:7]1[C:6]2[C:5]3[CH2:12][CH2:13][C:14]([CH3:21])([C:16]([O:18][CH2:19][CH3:20])=[O:17])[CH2:15][C:4]=3[S:3][C:2]=2[N:1]=[CH:26][N:27]=1. The catalyst class is: 80.